Dataset: Peptide-MHC class I binding affinity with 185,985 pairs from IEDB/IMGT. Task: Regression. Given a peptide amino acid sequence and an MHC pseudo amino acid sequence, predict their binding affinity value. This is MHC class I binding data. (1) The peptide sequence is ARWLASTPL. The MHC is HLA-A68:02 with pseudo-sequence HLA-A68:02. The binding affinity (normalized) is 0.0847. (2) The peptide sequence is FATAGIFAL. The MHC is HLA-B15:01 with pseudo-sequence HLA-B15:01. The binding affinity (normalized) is 0.348. (3) The peptide sequence is FVDGVPFVV. The MHC is HLA-A02:02 with pseudo-sequence HLA-A02:02. The binding affinity (normalized) is 0.707. (4) The peptide sequence is IASAPQQLCT. The MHC is HLA-A02:02 with pseudo-sequence HLA-A02:02. The binding affinity (normalized) is 0. (5) The peptide sequence is ILMDTICGT. The MHC is HLA-A24:02 with pseudo-sequence HLA-A24:02. The binding affinity (normalized) is 0.0847. (6) The peptide sequence is AMYYRRTER. The MHC is HLA-B15:01 with pseudo-sequence HLA-B15:01. The binding affinity (normalized) is 0.0847. (7) The peptide sequence is YSLLNRKAI. The MHC is HLA-B46:01 with pseudo-sequence HLA-B46:01. The binding affinity (normalized) is 0.0847. (8) The peptide sequence is GSSDFQVHFLK. The MHC is HLA-B37:01 with pseudo-sequence HLA-B37:01. The binding affinity (normalized) is 0.0847. (9) The peptide sequence is FSFPQITLW. The binding affinity (normalized) is 0. The MHC is HLA-B40:02 with pseudo-sequence HLA-B40:02. (10) The peptide sequence is AEIDRSFKP. The MHC is HLA-A31:01 with pseudo-sequence HLA-A31:01. The binding affinity (normalized) is 0.0847.